Dataset: Reaction yield outcomes from USPTO patents with 853,638 reactions. Task: Predict the reaction yield, written as a fraction of the theoretical maximum amount of product (1.0 means a 100% yield; for example, 0.34 means a 34% yield). (1) The reactants are [Cl-].[Cl:2][C:3]1[CH:8]=[CH:7][NH+:6]=[C:5]([CH2:9]Cl)[C:4]=1[O:11][CH3:12].[F:13][CH:14]([F:26])[O:15][C:16]1[CH:25]=[CH:24][C:19]2[NH:20][C:21]([SH:23])=[N:22][C:18]=2[CH:17]=1.C1(C)C=CC=CC=1.[OH-].[Na+]. The catalyst is O. The product is [OH2:11].[F:26][CH:14]([F:13])[O:15][C:16]1[CH:25]=[CH:24][C:19]2[NH:20][C:21]([S:23][CH2:9][C:5]3[C:4]([O:11][CH3:12])=[C:3]([Cl:2])[CH:8]=[CH:7][N:6]=3)=[N:22][C:18]=2[CH:17]=1. The yield is 0.0460. (2) The reactants are [C:1]([O:5][C:6](=[O:25])[NH:7][CH2:8][CH2:9][NH:10][CH2:11][C:12]1[CH:17]=[CH:16][C:15]([N+:18]([O-:20])=[O:19])=[CH:14][C:13]=1[C:21]([F:24])([F:23])[F:22])([CH3:4])([CH3:3])[CH3:2].[Cl:26][CH2:27][C:28](Cl)=[O:29].C([O-])(O)=O.[Na+]. The catalyst is C1COCC1. The product is [C:1]([O:5][C:6](=[O:25])[NH:7][CH2:8][CH2:9][N:10]([C:28](=[O:29])[CH2:27][Cl:26])[CH2:11][C:12]1[CH:17]=[CH:16][C:15]([N+:18]([O-:20])=[O:19])=[CH:14][C:13]=1[C:21]([F:23])([F:24])[F:22])([CH3:4])([CH3:2])[CH3:3]. The yield is 0.670. (3) The reactants are Br[C:2]1[C:3]([C:13]2[CH:18]=[CH:17][C:16]([NH:19][C:20]([NH:22][C:23]3[CH:28]=[CH:27][CH:26]=[CH:25][CH:24]=3)=[O:21])=[CH:15][CH:14]=2)=[N:4][N:5]([CH2:7][CH:8]2[CH2:12][CH2:11][CH2:10][O:9]2)[CH:6]=1.C1(S([N:38]2[C:42]3=[N:43][CH:44]=[CH:45][C:46](B4OC(C)(C)C(C)(C)O4)=[C:41]3[CH:40]=[CH:39]2)(=O)=O)C=CC=CC=1.C(=O)(O)[O-].[Na+]. The catalyst is C1C=CC([P]([Pd]([P](C2C=CC=CC=2)(C2C=CC=CC=2)C2C=CC=CC=2)([P](C2C=CC=CC=2)(C2C=CC=CC=2)C2C=CC=CC=2)[P](C2C=CC=CC=2)(C2C=CC=CC=2)C2C=CC=CC=2)(C2C=CC=CC=2)C2C=CC=CC=2)=CC=1.CN(C)C=O. The product is [C:23]1([NH:22][C:20]([NH:19][C:16]2[CH:17]=[CH:18][C:13]([C:3]3[C:2]([C:46]4[CH:45]=[CH:44][N:43]=[C:42]5[NH:38][CH:39]=[CH:40][C:41]=45)=[CH:6][N:5]([CH2:7][CH:8]4[CH2:12][CH2:11][CH2:10][O:9]4)[N:4]=3)=[CH:14][CH:15]=2)=[O:21])[CH:28]=[CH:27][CH:26]=[CH:25][CH:24]=1. The yield is 0.110.